This data is from Forward reaction prediction with 1.9M reactions from USPTO patents (1976-2016). The task is: Predict the product of the given reaction. (1) Given the reactants BrC1C(F)=CC2OCCN3C(C(O)C4C=CC=C(C(F)(F)F)C=4)=C(C(O)=O)N=C3C=2C=1.[Br:32][C:33]1[C:34]([F:61])=[CH:35][C:36]2[O:42][CH2:41][CH2:40][N:39]3[C:43]([CH:50]([C:52]4[CH:57]=[C:56]([F:58])[CH:55]=[C:54]([F:59])[CH:53]=4)[OH:51])=[C:44]([C:46]([O:48]C)=[O:47])[N:45]=[C:38]3[C:37]=2[CH:60]=1.[OH-].[Li+], predict the reaction product. The product is: [Br:32][C:33]1[C:34]([F:61])=[CH:35][C:36]2[O:42][CH2:41][CH2:40][N:39]3[C:43]([CH:50]([C:52]4[CH:57]=[C:56]([F:58])[CH:55]=[C:54]([F:59])[CH:53]=4)[OH:51])=[C:44]([C:46]([OH:48])=[O:47])[N:45]=[C:38]3[C:37]=2[CH:60]=1. (2) Given the reactants [C:1]([O:5][C:6]([NH:8][C@H:9]1[CH2:14][CH2:13][CH2:12][CH2:11][C@H:10]1[C:15]([OH:17])=O)=[O:7])([CH3:4])([CH3:3])[CH3:2].Cl.[NH2:19][CH2:20][C:21]#[N:22].CCN=C=NCCCN(C)C.C1C=CC2N(O)N=NC=2C=1.CN1CCOCC1, predict the reaction product. The product is: [C:20]([CH2:21][NH:22][C:15]([C@@H:10]1[CH2:11][CH2:12][CH2:13][CH2:14][C@@H:9]1[NH:8][C:6](=[O:7])[O:5][C:1]([CH3:2])([CH3:3])[CH3:4])=[O:17])#[N:19]. (3) Given the reactants [O:1]1[C:5]2[CH:6]=[C:7]([O:10][CH2:11][C@@H:12]([NH:14][C:15](=[O:21])[O:16][C:17]([CH3:20])([CH3:19])[CH3:18])[CH3:13])[CH:8]=[CH:9][C:4]=2[N:3]=[CH:2]1.Br[C:23]1[CH:28]=[CH:27][C:26]([O:29][CH2:30][CH:31]2[CH2:33][CH2:32]2)=[CH:25][N:24]=1.C(P(C12CC3CC(CC(C3)C1)C2)C12CC3CC(CC(C3)C1)C2)CCC.P([O-])([O-])([O-])=O.[K+].[K+].[K+], predict the reaction product. The product is: [CH:31]1([CH2:30][O:29][C:26]2[CH:27]=[CH:28][C:23]([C:2]3[O:1][C:5]4[CH:6]=[C:7]([O:10][CH2:11][C@@H:12]([NH:14][C:15](=[O:21])[O:16][C:17]([CH3:20])([CH3:19])[CH3:18])[CH3:13])[CH:8]=[CH:9][C:4]=4[N:3]=3)=[N:24][CH:25]=2)[CH2:32][CH2:33]1. (4) The product is: [N:1]1([C:7]2[C:16]3[C:11](=[CH:12][CH:13]=[C:14]([C:17]([OH:19])=[O:18])[CH:15]=3)[N:10]=[C:9]([C:22]([F:24])([F:23])[F:25])[CH:29]=2)[CH2:2][CH2:3][CH2:4][CH2:5][CH2:6]1. Given the reactants [N:1]1([C:7]2[C:16]3[C:11](=[CH:12][CH:13]=[C:14]([C:17]([O:19]CC)=[O:18])[CH:15]=3)[N:10]=[C:9]([C:22]([F:25])([F:24])[F:23])N=2)[CH2:6][CH2:5][CH2:4][CH2:3][CH2:2]1.[OH-].[Li+].Cl.[CH3:29]O, predict the reaction product. (5) Given the reactants [C:1]([O:5][C:6](=[O:37])[CH2:7][CH2:8][N:9]([CH2:17][C:18]([N:20]1[C:28]2[C:23](=[CH:24][C:25]([O:29]CC3C=CC=CC=3)=[CH:26][CH:27]=2)[CH2:22][CH2:21]1)=[O:19])[C:10]([O:12][C:13]([CH3:16])([CH3:15])[CH3:14])=[O:11])([CH3:4])([CH3:3])[CH3:2], predict the reaction product. The product is: [C:1]([O:5][C:6](=[O:37])[CH2:7][CH2:8][N:9]([C:10]([O:12][C:13]([CH3:16])([CH3:15])[CH3:14])=[O:11])[CH2:17][C:18]([N:20]1[C:28]2[C:23](=[CH:24][C:25]([OH:29])=[CH:26][CH:27]=2)[CH2:22][CH2:21]1)=[O:19])([CH3:4])([CH3:3])[CH3:2]. (6) Given the reactants C[O:2][C:3](=O)[CH2:4][CH2:5][C:6]1[C:7](=[O:13])[N:8]([CH3:12])[CH2:9][CH2:10][CH:11]=1.[NH2:15][O:16][K].C(O)(=O)C, predict the reaction product. The product is: [OH:16][NH:15][C:3](=[O:2])[CH2:4][CH2:5][C:6]1[C:7](=[O:13])[N:8]([CH3:12])[CH2:9][CH2:10][CH:11]=1. (7) Given the reactants C([C:4]1[CH:37]=[CH:36][C:7]2[C:8](=[CH:17][CH2:18][CH2:19][N:20]3[CH2:25][CH2:24][C:23]([C:27]4[CH:32]=[CH:31][C:30]([Cl:33])=[CH:29][CH:28]=4)([OH:26])[C:22]([CH3:35])([CH3:34])[CH2:21]3)[C:9]3[CH:16]=[CH:15][CH:14]=[CH:13][C:10]=3O[CH2:12][C:6]=2[N:5]=1)C=C.[CH2:38]1C[O:41][CH2:40][CH2:39]1.[OH2:43].S(=O)(O)[O-:45].[Na+], predict the reaction product. The product is: [Cl:33][C:30]1[CH:29]=[CH:28][C:27]([C:23]2([OH:26])[CH2:24][CH2:25][N:20]([CH2:19][CH2:18][CH:17]=[C:8]3[C:7]4=[CH:36][CH:37]=[CH:4][NH:5][C:6]4=[CH:12][O:43][C:10]4[CH:13]=[CH:14][C:15]([CH2:38][CH:39]([OH:45])[CH2:40][OH:41])=[CH:16][C:9]3=4)[CH2:21][C:22]2([CH3:34])[CH3:35])=[CH:32][CH:31]=1. (8) Given the reactants [Br:1][C:2]1[CH:11]=[CH:10][C:5]([C:6](OC)=[O:7])=[CH:4][C:3]=1[O:12][C:13]([F:16])([F:15])[F:14].CC(C[AlH]CC(C)C)C.O, predict the reaction product. The product is: [Br:1][C:2]1[CH:11]=[CH:10][C:5]([CH2:6][OH:7])=[CH:4][C:3]=1[O:12][C:13]([F:14])([F:16])[F:15]. (9) Given the reactants C(OC([N:11]1[CH2:16][CH2:15][CH2:14][C@H:13]([C:17](=[O:33])[NH:18][C:19]2[CH:24]=[C:23]([C:25]3[CH:30]=[CH:29][CH:28]=[CH:27][C:26]=3[O:31][CH3:32])[N:22]=[CH:21][N:20]=2)[CH2:12]1)=O)C1C=CC=CC=1, predict the reaction product. The product is: [CH3:32][O:31][C:26]1[CH:27]=[CH:28][CH:29]=[CH:30][C:25]=1[C:23]1[N:22]=[CH:21][N:20]=[C:19]([NH:18][C:17]([C@H:13]2[CH2:14][CH2:15][CH2:16][NH:11][CH2:12]2)=[O:33])[CH:24]=1. (10) Given the reactants Cl.[F:2][C:3]1[C:4]([N+:16]([O-])=O)=[C:5]([N:10]2[CH2:15][CH2:14][O:13][CH2:12][CH2:11]2)[CH:6]=[C:7]([F:9])[CH:8]=1, predict the reaction product. The product is: [F:2][C:3]1[CH:8]=[C:7]([F:9])[CH:6]=[C:5]([N:10]2[CH2:15][CH2:14][O:13][CH2:12][CH2:11]2)[C:4]=1[NH2:16].